This data is from Reaction yield outcomes from USPTO patents with 853,638 reactions. The task is: Predict the reaction yield, written as a fraction of the theoretical maximum amount of product (1.0 means a 100% yield; for example, 0.34 means a 34% yield). (1) The reactants are [CH3:1][C:2]1[O:6][N:5]=[C:4]([C:7]2[CH:12]=[CH:11][CH:10]=[CH:9][CH:8]=2)[C:3]=1[CH2:13][O:14][C:15]1[CH:23]=[CH:22][C:18]([C:19]([OH:21])=O)=[CH:17][N:16]=1.[NH:24]1[CH2:27][CH2:26][CH2:25]1. No catalyst specified. The product is [N:24]1([C:19]([C:18]2[CH:17]=[N:16][C:15]([O:14][CH2:13][C:3]3[C:4]([C:7]4[CH:8]=[CH:9][CH:10]=[CH:11][CH:12]=4)=[N:5][O:6][C:2]=3[CH3:1])=[CH:23][CH:22]=2)=[O:21])[CH2:27][CH2:26][CH2:25]1. The yield is 0.280. (2) The reactants are [C:1]([NH:5][S:6]([C:9]1[CH:14]=[CH:13][CH:12]=[C:11]([CH2:15][OH:16])[CH:10]=1)(=[O:8])=[O:7])([CH3:4])([CH3:3])[CH3:2].C([O-])(O)=O.[Na+].CC(OI1(OC(C)=O)(OC(C)=O)OC(=O)C2C=CC=CC1=2)=O. The catalyst is C(Cl)Cl.CCOC(C)=O. The product is [C:1]([NH:5][S:6]([C:9]1[CH:14]=[CH:13][CH:12]=[C:11]([CH:15]=[O:16])[CH:10]=1)(=[O:8])=[O:7])([CH3:4])([CH3:2])[CH3:3]. The yield is 0.890. (3) The reactants are Br[C:2]1[CH:7]=[CH:6][C:5]([C:8]2[N:12]([CH2:13][CH:14]([CH3:16])[CH3:15])[N:11]=[C:10]([C:17]([O:19][CH2:20][CH3:21])=[O:18])[CH:9]=2)=[CH:4][CH:3]=1.[CH3:22][S:23]([C:26]1[CH:31]=[C:30](B2OC(C)(C)C(C)(C)O2)[CH:29]=[CH:28][C:27]=1[CH2:41][OH:42])(=[O:25])=[O:24].C([O-])([O-])=O.[Na+].[Na+]. The catalyst is O1CCOCC1.O.C1C=CC([P]([Pd]([P](C2C=CC=CC=2)(C2C=CC=CC=2)C2C=CC=CC=2)([P](C2C=CC=CC=2)(C2C=CC=CC=2)C2C=CC=CC=2)[P](C2C=CC=CC=2)(C2C=CC=CC=2)C2C=CC=CC=2)(C2C=CC=CC=2)C2C=CC=CC=2)=CC=1. The product is [OH:42][CH2:41][C:27]1[CH:28]=[CH:29][C:30]([C:2]2[CH:7]=[CH:6][C:5]([C:8]3[N:12]([CH2:13][CH:14]([CH3:16])[CH3:15])[N:11]=[C:10]([C:17]([O:19][CH2:20][CH3:21])=[O:18])[CH:9]=3)=[CH:4][CH:3]=2)=[CH:31][C:26]=1[S:23]([CH3:22])(=[O:25])=[O:24]. The yield is 0.770. (4) The reactants are [O:1]=[C:2]1[CH2:5][C:4]([C:8]2[CH:9]=[N:10][CH:11]=[C:12]([C:14]([F:17])([F:16])[F:15])[CH:13]=2)([C:6]#[N:7])[CH2:3]1.[CH2:18](O)[CH2:19][OH:20].Cl[Si](C)(C)C.C([O-])(O)=O.[Na+]. The catalyst is ClCCl. The product is [F:16][C:14]([F:17])([F:15])[C:12]1[CH:13]=[C:8]([C:4]2([C:6]#[N:7])[CH2:3][C:2]3([O:20][CH2:19][CH2:18][O:1]3)[CH2:5]2)[CH:9]=[N:10][CH:11]=1. The yield is 0.628. (5) The reactants are [CH:1]([O:4][C:5]([N:7]1[CH:11]([CH2:12][CH3:13])[CH2:10][C:9](=O)[C@@H:8]1[CH2:15][C:16]1[CH:21]=[CH:20][CH:19]=[CH:18][CH:17]=1)=[O:6])([CH3:3])[CH3:2].[CH2:22]([NH2:29])[C:23]1[CH:28]=[CH:27][CH:26]=[CH:25][CH:24]=1.[BH4-].[Na+]. The catalyst is CO.O.[OH-].[Na+].CC(C)[O-].[Ti+4].CC(C)[O-].CC(C)[O-].CC(C)[O-]. The product is [CH:1]([O:4][C:5]([N:7]1[C@H:11]([CH2:12][CH3:13])[CH2:10][C@H:9]([NH:29][CH2:22][C:23]2[CH:28]=[CH:27][CH:26]=[CH:25][CH:24]=2)[C@@H:8]1[CH2:15][C:16]1[CH:21]=[CH:20][CH:19]=[CH:18][CH:17]=1)=[O:6])([CH3:3])[CH3:2]. The yield is 0.550.